This data is from Catalyst prediction with 721,799 reactions and 888 catalyst types from USPTO. The task is: Predict which catalyst facilitates the given reaction. (1) Reactant: [CH2:1]([C@H:8]([N:17]([CH2:32][C:33]1[CH:38]=[CH:37][C:36]([CH2:39][CH2:40][CH2:41][CH2:42][CH3:43])=[CH:35][CH:34]=1)[C:18](=[O:31])[CH:19]=[CH:20][C:21]1[CH:26]=[CH:25][C:24]([C:27]([F:30])([F:29])[F:28])=[CH:23][CH:22]=1)[C:9](=[O:16])[N:10]1[CH2:15][CH2:14][NH:13][CH2:12][CH2:11]1)[C:2]1[CH:7]=[CH:6][CH:5]=[CH:4][CH:3]=1.[N:44]1[CH:49]=[CH:48][CH:47]=[CH:46][C:45]=1[CH:50]=O.C(O[BH-](OC(=O)C)OC(=O)C)(=O)C.[Na+]. Product: [CH2:1]([C@H:8]([N:17]([CH2:32][C:33]1[CH:34]=[CH:35][C:36]([CH2:39][CH2:40][CH2:41][CH2:42][CH3:43])=[CH:37][CH:38]=1)[C:18](=[O:31])[CH:19]=[CH:20][C:21]1[CH:26]=[CH:25][C:24]([C:27]([F:30])([F:29])[F:28])=[CH:23][CH:22]=1)[C:9](=[O:16])[N:10]1[CH2:11][CH2:12][N:13]([CH2:50][C:45]2[CH:46]=[CH:47][CH:48]=[CH:49][N:44]=2)[CH2:14][CH2:15]1)[C:2]1[CH:7]=[CH:6][CH:5]=[CH:4][CH:3]=1. The catalyst class is: 10. (2) The catalyst class is: 1. Reactant: [C:1]([O:5][C:6](=[O:35])[NH:7][C:8]1([C:12]2[CH:17]=[CH:16][C:15]([C:18]3[C:19]([C:29]4[CH:34]=[CH:33][CH:32]=[CH:31][CH:30]=4)=[CH:20][C:21]4[NH:26][C:25](=S)[CH2:24][O:23][C:22]=4[N:28]=3)=[CH:14][CH:13]=2)[CH2:11][CH2:10][CH2:9]1)([CH3:4])([CH3:3])[CH3:2].[NH2:36][NH2:37].O. Product: [C:1]([O:5][C:6](=[O:35])[NH:7][C:8]1([C:12]2[CH:17]=[CH:16][C:15]([C:18]3[C:19]([C:29]4[CH:34]=[CH:33][CH:32]=[CH:31][CH:30]=4)=[CH:20][C:21]4[NH:26][C:25](=[N:36][NH2:37])[CH2:24][O:23][C:22]=4[N:28]=3)=[CH:14][CH:13]=2)[CH2:11][CH2:10][CH2:9]1)([CH3:4])([CH3:3])[CH3:2].